This data is from Forward reaction prediction with 1.9M reactions from USPTO patents (1976-2016). The task is: Predict the product of the given reaction. Given the reactants [O:1]1[CH2:5][CH2:4][CH2:3][CH:2]1[C:6]([OH:8])=O.[NH2:9][C@H:10]([C:12]([N:14]1[C:20](=[O:21])[CH:19]([CH3:22])[C:18]2[CH:23]=[CH:24][CH:25]=[CH:26][C:17]=2[C:16]2[C:27]([NH2:31])=[CH:28][CH:29]=[CH:30][C:15]1=2)=[O:13])[CH3:11], predict the reaction product. The product is: [O:1]1[CH2:5][CH2:4][CH2:3][CH:2]1[C:6]([NH:9][C@H:10]([C:12]([N:14]1[C:20](=[O:21])[CH:19]([CH3:22])[C:18]2[CH:23]=[CH:24][CH:25]=[CH:26][C:17]=2[C:16]2[C:27]([NH2:31])=[CH:28][CH:29]=[CH:30][C:15]1=2)=[O:13])[CH3:11])=[O:8].